From a dataset of Full USPTO retrosynthesis dataset with 1.9M reactions from patents (1976-2016). Predict the reactants needed to synthesize the given product. (1) Given the product [CH:36]([O:38][CH:13]([CH3:12])[CH3:14])([CH3:37])[CH3:35].[NH2:16][C:5]1[CH:6]=[C:7]([N:8]2[CH2:14][CH2:13][CH2:12][N:11]([CH3:15])[CH2:10][CH2:9]2)[C:2]([F:1])=[CH:3][C:4]=1[NH-:17], predict the reactants needed to synthesize it. The reactants are: [F:1][C:2]1[CH:3]=[C:4]([NH2:17])[C:5]([NH2:16])=[CH:6][C:7]=1[N:8]1[CH2:14][CH2:13][CH2:12][N:11]([CH3:15])[CH2:10][CH2:9]1.C(N(CC)CC)C.C1[C:37]2[C:36](=[O:38])[C:35]3C(=CC=CC=3)C=2C(C(Cl)=O)=CC=1. (2) Given the product [O:11]=[C:6]1[CH2:5][C:4]2[C:8](=[CH:9][CH:10]=[C:2]([NH:1][S:20]([CH3:19])(=[O:22])=[O:21])[CH:3]=2)[NH:7]1, predict the reactants needed to synthesize it. The reactants are: [NH2:1][C:2]1[CH:3]=[C:4]2[C:8](=[CH:9][CH:10]=1)[NH:7][C:6](=[O:11])[CH2:5]2.C(N(CC)CC)C.[CH3:19][S:20](Cl)(=[O:22])=[O:21]. (3) Given the product [CH3:1][N:2]1[C:6]([CH3:8])([CH3:7])[CH2:5][CH:4]([C:19]2[N:20]=[CH:21][C:22]([C:25]#[C:26][C:27]3[CH:32]=[CH:31][CH:30]=[CH:29][CH:28]=3)=[CH:23][N:24]=2)[C:3]1=[O:33], predict the reactants needed to synthesize it. The reactants are: [CH3:1][N:2]1[C:6]([CH3:8])([CH3:7])[CH2:5][C:4]([C:19]2[N:24]=[CH:23][C:22]([C:25]#[C:26][C:27]3[CH:32]=[CH:31][CH:30]=[CH:29][CH:28]=3)=[CH:21][N:20]=2)(C(OCC2C=CC=CC=2)=O)[C:3]1=[O:33].[OH-].[Na+].Cl. (4) The reactants are: CS(O[CH2:6][CH2:7][N:8]1[C:12]2=[N:13][CH:14]=[N:15][C:16]([NH2:17])=[C:11]2[C:10]([C:18]2[CH:23]=[CH:22][C:21]([NH:24][C:25]([C:27]3[N:28]([CH3:36])[C:29]4[C:34]([CH:35]=3)=[CH:33][CH:32]=[CH:31][CH:30]=4)=[O:26])=[C:20]([O:37][CH3:38])[CH:19]=2)=[N:9]1)(=O)=O.C(N(CC)CC)C.[I-].[Na+].[NH:48]1[CH2:53][CH2:52][O:51][CH2:50][CH2:49]1. Given the product [NH2:17][C:16]1[N:15]=[CH:14][N:13]=[C:12]2[N:8]([CH2:7][CH2:6][N:48]3[CH2:53][CH2:52][O:51][CH2:50][CH2:49]3)[N:9]=[C:10]([C:18]3[CH:23]=[CH:22][C:21]([NH:24][C:25]([C:27]4[N:28]([CH3:36])[C:29]5[C:34]([CH:35]=4)=[CH:33][CH:32]=[CH:31][CH:30]=5)=[O:26])=[C:20]([O:37][CH3:38])[CH:19]=3)[C:11]=12, predict the reactants needed to synthesize it. (5) Given the product [F:7][C:18]1([C:31]2[CH:36]=[CH:35][CH:34]=[CH:33][CH:32]=2)[CH2:23][CH2:22][N:21]([C:24]([O:26][C:27]([CH3:30])([CH3:29])[CH3:28])=[O:25])[CH2:20][CH2:19]1, predict the reactants needed to synthesize it. The reactants are: C(N(S(F)(F)[F:7])CC)C.C(=O)=O.CC(C)=O.O[C:18]1([C:31]2[CH:36]=[CH:35][CH:34]=[CH:33][CH:32]=2)[CH2:23][CH2:22][N:21]([C:24]([O:26][C:27]([CH3:30])([CH3:29])[CH3:28])=[O:25])[CH2:20][CH2:19]1.ClC1C=C(C=CC=1)C(OO)=O. (6) The reactants are: [CH3:1][O:2][C:3]1[CH:4]=[C:5]([C:11](=O)[CH2:12][C:13]2[CH:18]=[CH:17][N:16]=[C:15]([Cl:19])[N:14]=2)[CH:6]=[C:7]([O:9][CH3:10])[CH:8]=1.C1C(=O)N(Br)C(=O)C1.[CH2:29]([NH:31][C:32]([NH2:34])=[S:33])[CH3:30]. Given the product [CH3:1][O:2][C:3]1[CH:4]=[C:5]([C:11]2[N:34]=[C:32]([NH:31][CH2:29][CH3:30])[S:33][C:12]=2[C:13]2[CH:18]=[CH:17][N:16]=[C:15]([Cl:19])[N:14]=2)[CH:6]=[C:7]([O:9][CH3:10])[CH:8]=1, predict the reactants needed to synthesize it. (7) Given the product [Cl:1][C:2]1[CH:7]=[CH:6][C:5]([CH2:8][N:12]2[CH2:13][CH2:14][S:10][CH2:11]2)=[CH:4][N:3]=1, predict the reactants needed to synthesize it. The reactants are: [Cl:1][C:2]1[CH:7]=[CH:6][C:5]([CH2:8]Cl)=[CH:4][N:3]=1.[S:10]1[CH2:14][CH2:13][NH:12][CH2:11]1.C(=O)([O-])[O-].[K+].[K+].